This data is from Peptide-MHC class I binding affinity with 185,985 pairs from IEDB/IMGT. The task is: Regression. Given a peptide amino acid sequence and an MHC pseudo amino acid sequence, predict their binding affinity value. This is MHC class I binding data. (1) The peptide sequence is PTRTWKVLSI. The MHC is HLA-A02:06 with pseudo-sequence HLA-A02:06. The binding affinity (normalized) is 0. (2) The peptide sequence is MKYVWPPIM. The MHC is HLA-B46:01 with pseudo-sequence HLA-B46:01. The binding affinity (normalized) is 0.0847. (3) The peptide sequence is RTFGCSWEF. The MHC is HLA-A26:01 with pseudo-sequence HLA-A26:01. The binding affinity (normalized) is 0.0847. (4) The peptide sequence is SITLATGPLT. The MHC is HLA-A30:01 with pseudo-sequence HLA-A30:01. The binding affinity (normalized) is 0.235. (5) The binding affinity (normalized) is 0.0847. The peptide sequence is LVTARQKLK. The MHC is HLA-A02:03 with pseudo-sequence HLA-A02:03. (6) The peptide sequence is YTGDFDSVI. The MHC is HLA-B27:05 with pseudo-sequence HLA-B27:05. The binding affinity (normalized) is 0.